This data is from NCI-60 drug combinations with 297,098 pairs across 59 cell lines. The task is: Regression. Given two drug SMILES strings and cell line genomic features, predict the synergy score measuring deviation from expected non-interaction effect. (1) Drug 1: COC1=CC(=CC(=C1O)OC)C2C3C(COC3=O)C(C4=CC5=C(C=C24)OCO5)OC6C(C(C7C(O6)COC(O7)C8=CC=CS8)O)O. Drug 2: COC1=NC(=NC2=C1N=CN2C3C(C(C(O3)CO)O)O)N. Cell line: K-562. Synergy scores: CSS=43.4, Synergy_ZIP=10.2, Synergy_Bliss=12.5, Synergy_Loewe=-36.8, Synergy_HSA=6.30. (2) Drug 1: CNC(=O)C1=CC=CC=C1SC2=CC3=C(C=C2)C(=NN3)C=CC4=CC=CC=N4. Drug 2: CC1=C(C=C(C=C1)NC2=NC=CC(=N2)N(C)C3=CC4=NN(C(=C4C=C3)C)C)S(=O)(=O)N.Cl. Cell line: SF-539. Synergy scores: CSS=21.3, Synergy_ZIP=-2.12, Synergy_Bliss=2.42, Synergy_Loewe=9.14, Synergy_HSA=9.75. (3) Synergy scores: CSS=27.7, Synergy_ZIP=2.07, Synergy_Bliss=4.68, Synergy_Loewe=1.45, Synergy_HSA=2.07. Drug 2: CCC1(CC2CC(C3=C(CCN(C2)C1)C4=CC=CC=C4N3)(C5=C(C=C6C(=C5)C78CCN9C7C(C=CC9)(C(C(C8N6C)(C(=O)OC)O)OC(=O)C)CC)OC)C(=O)OC)O.OS(=O)(=O)O. Drug 1: CC1C(C(CC(O1)OC2CC(OC(C2O)C)OC3=CC4=CC5=C(C(=O)C(C(C5)C(C(=O)C(C(C)O)O)OC)OC6CC(C(C(O6)C)O)OC7CC(C(C(O7)C)O)OC8CC(C(C(O8)C)O)(C)O)C(=C4C(=C3C)O)O)O)O. Cell line: TK-10. (4) Drug 1: CC1=C2C(C(=O)C3(C(CC4C(C3C(C(C2(C)C)(CC1OC(=O)C(C(C5=CC=CC=C5)NC(=O)OC(C)(C)C)O)O)OC(=O)C6=CC=CC=C6)(CO4)OC(=O)C)O)C)O. Drug 2: C(=O)(N)NO. Cell line: TK-10. Synergy scores: CSS=-6.54, Synergy_ZIP=5.79, Synergy_Bliss=5.99, Synergy_Loewe=-1.97, Synergy_HSA=-1.97. (5) Drug 1: C1CN(CCN1C(=O)CCBr)C(=O)CCBr. Drug 2: COCCOC1=C(C=C2C(=C1)C(=NC=N2)NC3=CC=CC(=C3)C#C)OCCOC.Cl. Cell line: MDA-MB-435. Synergy scores: CSS=8.04, Synergy_ZIP=-2.56, Synergy_Bliss=-0.454, Synergy_Loewe=-2.14, Synergy_HSA=-2.98. (6) Drug 1: C1CC(C1)(C(=O)O)C(=O)O.[NH2-].[NH2-].[Pt+2]. Drug 2: C1=NNC2=C1C(=O)NC=N2. Cell line: MALME-3M. Synergy scores: CSS=18.6, Synergy_ZIP=-5.61, Synergy_Bliss=-1.50, Synergy_Loewe=-2.75, Synergy_HSA=-0.386.